This data is from Peptide-MHC class I binding affinity with 185,985 pairs from IEDB/IMGT. The task is: Regression. Given a peptide amino acid sequence and an MHC pseudo amino acid sequence, predict their binding affinity value. This is MHC class I binding data. The peptide sequence is RTTWSIHAK. The MHC is HLA-A03:01 with pseudo-sequence HLA-A03:01. The binding affinity (normalized) is 0.820.